Predict which catalyst facilitates the given reaction. From a dataset of Catalyst prediction with 721,799 reactions and 888 catalyst types from USPTO. (1) Reactant: C1(P(C2C=CC=CC=2)C2C=CC=CC=2)C=CC=CC=1.CC(OC(/N=N/C(OC(C)C)=O)=O)C.[NH:34]1[C:42]2[C:37](=[CH:38][CH:39]=[C:40]([C:43]([O:45][CH2:46][CH3:47])=[O:44])[CH:41]=2)[CH:36]=[C:35]1[C:48]([O:50][CH2:51][CH3:52])=[O:49].[C:53]([O:57][C:58]([NH:60][CH2:61][C:62]1([CH2:75]O)[CH2:67][CH2:66][N:65]([C:68]([O:70][C:71]([CH3:74])([CH3:73])[CH3:72])=[O:69])[CH2:64][CH2:63]1)=[O:59])([CH3:56])([CH3:55])[CH3:54]. Product: [C:71]([O:70][C:68]([N:65]1[CH2:66][CH2:67][C:62]([CH2:75][N:34]2[C:42]3[C:37](=[CH:38][CH:39]=[C:40]([C:43]([O:45][CH2:46][CH3:47])=[O:44])[CH:41]=3)[CH:36]=[C:35]2[C:48]([O:50][CH2:51][CH3:52])=[O:49])([CH2:61][NH:60][C:58]([O:57][C:53]([CH3:56])([CH3:55])[CH3:54])=[O:59])[CH2:63][CH2:64]1)=[O:69])([CH3:73])([CH3:74])[CH3:72]. The catalyst class is: 1. (2) Reactant: [C:1]([C:4]1[CH:8]=[CH:7][S:6][C:5]=1[NH:9][C:10]([C:12]1[CH:16]=[CH:15][NH:14][N:13]=1)=[O:11])(=[O:3])[NH2:2].CC(O)=O.C1C(=O)N([Br:28])C(=O)C1. Product: [Br:28][C:7]1[S:6][C:5]([NH:9][C:10]([C:12]2[CH:16]=[CH:15][NH:14][N:13]=2)=[O:11])=[C:4]([C:1](=[O:3])[NH2:2])[CH:8]=1. The catalyst class is: 2. (3) Reactant: [C:1]([C:3]1[CH:4]=[CH:5][C:6]([F:11])=[C:7]([CH:10]=1)[CH:8]=[O:9])#[N:2].[BH4-].[Na+]. Product: [F:11][C:6]1[CH:5]=[CH:4][C:3]([C:1]#[N:2])=[CH:10][C:7]=1[CH2:8][OH:9]. The catalyst class is: 5. (4) Reactant: C([O:3][C:4](=[O:9])[C:5](=O)[CH2:6]Br)C.[F:10][C:11]([F:23])([F:22])[C:12]1[CH:17]=[CH:16][C:15]([NH:18][C:19]([NH2:21])=[S:20])=[CH:14][CH:13]=1. Product: [F:23][C:11]([F:10])([F:22])[C:12]1[CH:13]=[CH:14][C:15]([NH:18][C:19]2[S:20][CH:6]=[C:5]([C:4]([OH:3])=[O:9])[N:21]=2)=[CH:16][CH:17]=1. The catalyst class is: 8. (5) Reactant: [NH2:1][C:2]1[C:6]([C:7]([N:9]2[CH2:14][CH2:13][N:12]([C@H:15]([C:18]3[CH:23]=[CH:22][CH:21]=[CH:20][CH:19]=3)[CH2:16][OH:17])[CH2:11][C@H:10]2[CH3:24])=[O:8])=[CH:5][NH:4][N:3]=1.[CH2:25]([C:27]1[CH:32]=[CH:31][C:30]([C:33](=O)[CH:34]([CH3:41])[C:35](=O)[C:36]([F:39])([F:38])[F:37])=[CH:29][CH:28]=1)[CH3:26].CO.CCOC(C)=O. Product: [CH2:25]([C:27]1[CH:28]=[CH:29][C:30]([C:33]2[C:34]([CH3:41])=[C:35]([C:36]([F:37])([F:38])[F:39])[N:3]3[N:4]=[CH:5][C:6]([C:7]([N:9]4[CH2:14][CH2:13][N:12]([C@H:15]([C:18]5[CH:23]=[CH:22][CH:21]=[CH:20][CH:19]=5)[CH2:16][OH:17])[CH2:11][C@H:10]4[CH3:24])=[O:8])=[C:2]3[N:1]=2)=[CH:31][CH:32]=1)[CH3:26]. The catalyst class is: 2. (6) Reactant: [CH:1]([NH:3][NH2:4])=[O:2].[Cl:5][C:6]1[C:11]([O:12][C:13]2[C:18]([C:19]([F:22])([F:21])[F:20])=[CH:17][CH:16]=[CH:15][N:14]=2)=[CH:10][C:9]([N:23]=[C:24]=[S:25])=[C:8]([F:26])[CH:7]=1. Product: [Cl:5][C:6]1[C:11]([O:12][C:13]2[C:18]([C:19]([F:22])([F:21])[F:20])=[CH:17][CH:16]=[CH:15][N:14]=2)=[CH:10][C:9]([NH:23][C:24]([N:3]([CH:1]=[O:2])[NH2:4])=[S:25])=[C:8]([F:26])[CH:7]=1. The catalyst class is: 7. (7) Reactant: [CH2:1]([O:5][C:6]1[CH:11]=[CH:10][C:9]([C:12]2[C:25]3[C:20](=[CH:21][C:22]([O:28][CH3:29])=[C:23]([O:26][CH3:27])[CH:24]=3)[CH:19]3[CH:14]([CH2:15][CH2:16][CH:17]([O:30]C(=O)C)[CH2:18]3)[N:13]=2)=[CH:8][CH:7]=1)[CH2:2][CH2:3][CH3:4].C(=O)([O-])[O-].[Cs+].[Cs+]. Product: [CH2:1]([O:5][C:6]1[CH:11]=[CH:10][C:9]([C:12]2[C:25]3[C:20](=[CH:21][C:22]([O:28][CH3:29])=[C:23]([O:26][CH3:27])[CH:24]=3)[CH:19]3[CH:14]([CH2:15][CH2:16][CH:17]([OH:30])[CH2:18]3)[N:13]=2)=[CH:8][CH:7]=1)[CH2:2][CH2:3][CH3:4]. The catalyst class is: 138. (8) Reactant: [CH2:1]([N:4]([CH2:8][CH2:9][CH:10]=O)[C:5](=[O:7])[CH3:6])[CH:2]=[CH2:3].[O-]S([O-])(=O)=O.[Mg+2].[Cl:18][C:19]1[CH:32]=[CH:31][C:22]([O:23][C:24]2[CH:29]=[CH:28][CH:27]=[CH:26][C:25]=2[NH2:30])=[CH:21][CH:20]=1.B(F)(F)F.CCOCC.[CH2:42]([Mg]Br)[CH:43]=[CH2:44]. Product: [Cl:18][C:19]1[CH:32]=[CH:31][C:22]([O:23][C:24]2[CH:29]=[CH:28][CH:27]=[CH:26][C:25]=2[NH:30][CH:10]([CH2:44][CH:43]=[CH2:42])[CH2:9][CH2:8][N:4]([CH2:1][CH:2]=[CH2:3])[C:5](=[O:7])[CH3:6])=[CH:21][CH:20]=1. The catalyst class is: 2. (9) Reactant: [N:1]1([C:7]([O:9][CH2:10][CH3:11])=[O:8])[CH2:6][CH2:5][NH:4][CH2:3][CH2:2]1.Br[CH2:13][CH2:14][CH2:15][CH2:16][CH2:17][OH:18].C(=O)([O-])[O-].[K+].[K+]. Product: [OH:18][CH2:17][CH2:16][CH2:15][CH2:14][CH2:13][N:4]1[CH2:5][CH2:6][N:1]([C:7]([O:9][CH2:10][CH3:11])=[O:8])[CH2:2][CH2:3]1. The catalyst class is: 10. (10) Reactant: [Si](OCC[N:11]1[C:23]2[C:22]3[N:21]=[CH:20][CH:19]=[CH:18][C:17]=3[N+:16]([O-])=[CH:15][C:14]=2[N:13]=[C:12]1[CH2:25][O:26][CH2:27][CH3:28])(C(C)(C)C)(C)C.[NH4+:29].[OH-].C1(C)C=CC(S(Cl)(=O)=O)=CC=1.O. Product: [CH2:27]([O:26][CH2:25][C:12]1[NH:11][C:23]2[C:22]3[N:21]=[CH:20][CH:19]=[CH:18][C:17]=3[N:16]=[C:15]([NH2:29])[C:14]=2[N:13]=1)[CH3:28]. The catalyst class is: 2.